This data is from Forward reaction prediction with 1.9M reactions from USPTO patents (1976-2016). The task is: Predict the product of the given reaction. (1) Given the reactants [Cl:1][C:2]1[CH:7]=[C:6]([Cl:8])[CH:5]=[C:4]([Cl:9])[C:3]=1[C:10]1[C:18]2[O:17][CH:16]([CH2:19][OH:20])[CH2:15][C:14]=2[CH:13]=[CH:12][CH:11]=1.[C:21]1([CH3:31])[CH:26]=[CH:25][C:24]([S:27](Cl)(=[O:29])=[O:28])=[CH:23][CH:22]=1.CC1C=CC(S(OCC2CC3C(C(F)(F)F)=CC=C(Cl)C=3O2)(=O)=O)=CC=1, predict the reaction product. The product is: [CH3:31][C:21]1[CH:26]=[CH:25][C:24]([S:27]([O:20][CH2:19][CH:16]2[CH2:15][C:14]3[CH:13]=[CH:12][CH:11]=[C:10]([C:3]4[C:4]([Cl:9])=[CH:5][C:6]([Cl:8])=[CH:7][C:2]=4[Cl:1])[C:18]=3[O:17]2)(=[O:29])=[O:28])=[CH:23][CH:22]=1. (2) Given the reactants [S:1]1[CH:5]=[CH:4][C:3]2[CH:6]=[CH:7][CH:8]=[CH:9][C:2]1=2.[CH:10](=[O:17])[C:11]1[CH:16]=[CH:15][CH:14]=[CH:13][CH:12]=1, predict the reaction product. The product is: [S:1]1[C:5]([CH:10]([C:11]2[CH:16]=[CH:15][CH:14]=[CH:13][CH:12]=2)[OH:17])=[CH:4][C:3]2[CH:6]=[CH:7][CH:8]=[CH:9][C:2]1=2. (3) The product is: [CH2:14]([O:21][C:22]1[C:23]([O:43][CH3:44])=[N:24][C:25]2[C:30]([C:31]=1[Cl:32])=[CH:29][C:28]([C:33]([C:7]1[N:11]([CH3:12])[C:10]([CH3:13])=[N:9][CH:8]=1)([C:35]1[C:36]([CH3:42])=[N:37][N:38]([CH3:41])[C:39]=1[CH3:40])[OH:34])=[CH:27][CH:26]=2)[C:15]1[CH:20]=[CH:19][CH:18]=[CH:17][CH:16]=1. Given the reactants [Li]CCCC.Br[C:7]1[N:11]([CH3:12])[C:10]([CH3:13])=[N:9][CH:8]=1.[CH2:14]([O:21][C:22]1[C:23]([O:43][CH3:44])=[N:24][C:25]2[C:30]([C:31]=1[Cl:32])=[CH:29][C:28]([C:33]([C:35]1[C:36]([CH3:42])=[N:37][N:38]([CH3:41])[C:39]=1[CH3:40])=[O:34])=[CH:27][CH:26]=2)[C:15]1[CH:20]=[CH:19][CH:18]=[CH:17][CH:16]=1, predict the reaction product. (4) Given the reactants [NH2:1][C:2]1[CH:3]=[N:4][CH:5]=[CH:6][CH:7]=1.Cl.[N:9]([O-])=O.[Na+].C([O-])(=O)C.[Na+].[CH3:18][O:19][CH2:20][C:21](=[O:27])[CH2:22][C:23]([O:25][CH3:26])=[O:24], predict the reaction product. The product is: [CH3:18][O:19][CH2:20][C:21](=[O:27])[C:22](=[N:9][NH:1][C:2]1[CH:3]=[N:4][CH:5]=[CH:6][CH:7]=1)[C:23]([O:25][CH3:26])=[O:24].